This data is from Reaction yield outcomes from USPTO patents with 853,638 reactions. The task is: Predict the reaction yield, written as a fraction of the theoretical maximum amount of product (1.0 means a 100% yield; for example, 0.34 means a 34% yield). (1) The reactants are [NH2:1][C:2]1[C:3]([C:15]([O:17]C)=O)=[N:4][C:5]([C:8]2[C:13]([Cl:14])=[CH:12][CH:11]=[CH:10][N:9]=2)=[CH:6][N:7]=1.C(N(C(C)C)C(C)C)C.[NH2:28][C:29]1[C:34]([N:35]2[CH2:40][CH2:39][C:38]([NH:42][C:43](=[O:49])[O:44][C:45]([CH3:48])([CH3:47])[CH3:46])([CH3:41])[CH2:37][CH2:36]2)=[CH:33][CH:32]=[CH:31][N:30]=1. The catalyst is CN(C=O)C. The product is [NH2:1][C:2]1[C:3]([C:15]([NH:28][C:29]2[C:34]([N:35]3[CH2:40][CH2:39][C:38]([NH:42][C:43](=[O:49])[O:44][C:45]([CH3:48])([CH3:47])[CH3:46])([CH3:41])[CH2:37][CH2:36]3)=[CH:33][CH:32]=[CH:31][N:30]=2)=[O:17])=[N:4][C:5]([C:8]2[C:13]([Cl:14])=[CH:12][CH:11]=[CH:10][N:9]=2)=[CH:6][N:7]=1. The yield is 0.650. (2) The reactants are [Cl:1][C:2]1[CH:7]=[CH:6][C:5]([CH:8]([C:10]2[N:14]3[N:15]=[C:16]([Cl:26])[CH:17]=[C:18]([CH2:19][N:20]4[CH2:25][CH2:24][O:23][CH2:22][CH2:21]4)[C:13]3=[N:12][C:11]=2[CH3:27])O)=[C:4]([F:28])[CH:3]=1.ClCCCl.C([SiH](CC)CC)C.FC(F)(F)C(O)=O. The catalyst is CO. The product is [Cl:26][C:16]1[CH:17]=[C:18]([CH2:19][N:20]2[CH2:21][CH2:22][O:23][CH2:24][CH2:25]2)[C:13]2[N:14]([C:10]([CH2:8][C:5]3[CH:6]=[CH:7][C:2]([Cl:1])=[CH:3][C:4]=3[F:28])=[C:11]([CH3:27])[N:12]=2)[N:15]=1. The yield is 0.940. (3) No catalyst specified. The product is [C:27]([C:26]([NH:25][C:22]([C:21]1[CH:20]=[N:19][N:16]2[CH:17]=[CH:18][C:13]([N:9]3[CH2:10][CH2:11][CH2:12][C@@H:8]3[C:4]3[CH:5]=[N:6][CH:7]=[C:2]([F:1])[CH:3]=3)=[N:14][C:15]=12)=[O:23])([CH3:30])[CH3:29])#[N:28]. The reactants are [F:1][C:2]1[CH:3]=[C:4]([C@H:8]2[CH2:12][CH2:11][CH2:10][N:9]2[C:13]2[CH:18]=[CH:17][N:16]3[N:19]=[CH:20][C:21]([C:22](O)=[O:23])=[C:15]3[N:14]=2)[CH:5]=[N:6][CH:7]=1.[NH2:25][C:26]([CH3:30])([CH3:29])[C:27]#[N:28]. The yield is 0.570. (4) The reactants are Cl.[N+:2]([C:5]1[CH:12]=[CH:11][CH:10]=[C:9]([N+:13]([O-])=O)[C:6]=1[C:7]#[N:8])([O-:4])=[O:3].CCOC(C)=O.O. The catalyst is CO.O1CCOCC1.[Fe]. The product is [NH2:13][C:9]1[CH:10]=[CH:11][CH:12]=[C:5]([N+:2]([O-:4])=[O:3])[C:6]=1[C:7]#[N:8]. The yield is 0.680. (5) The reactants are [H-].[H-].[H-].[H-].[Li+].[Al+3].[F:7][C:8]1[CH:9]=[C:10]([CH:21]=[CH:22][CH:23]=1)[CH2:11][O:12][C:13]1[CH:20]=[CH:19][C:16]([C:17]#[N:18])=[CH:15][CH:14]=1.O.[OH-].[Na+]. The catalyst is C1COCC1. The product is [F:7][C:8]1[CH:9]=[C:10]([CH:21]=[CH:22][CH:23]=1)[CH2:11][O:12][C:13]1[CH:20]=[CH:19][C:16]([CH2:17][NH2:18])=[CH:15][CH:14]=1. The yield is 0.860. (6) No catalyst specified. The product is [NH2:10][C:7]1[CH:6]=[C:5]([OH:8])[C:4]([F:9])=[CH:3][CH:2]=1. The reactants are Br[C:2]1[CH:7]=[CH:6][C:5]([OH:8])=[C:4]([F:9])[CH:3]=1.[NH2:10]C1C=C(O)C=CC=1F. The yield is 0.860.